This data is from Reaction yield outcomes from USPTO patents with 853,638 reactions. The task is: Predict the reaction yield, written as a fraction of the theoretical maximum amount of product (1.0 means a 100% yield; for example, 0.34 means a 34% yield). (1) The product is [CH3:28][N:2]([CH3:1])[C:3]([C:5]1[C:15]([CH2:16][CH2:17][C@@H:18]([OH:26])[C:19]2[CH:24]=[CH:23][CH:22]=[CH:21][C:20]=2[CH3:25])=[C:14]([OH:27])[C:8]2[N:9]=[C:10]([CH3:13])[N:11]([CH3:12])[C:7]=2[CH:6]=1)=[O:4]. The yield is 0.760. The reactants are [CH3:1][N:2]([CH3:28])[C:3]([C:5]1[C:15]([CH2:16][CH2:17][C:18](=[O:26])[C:19]2[CH:24]=[CH:23][CH:22]=[CH:21][C:20]=2[CH3:25])=[C:14]([OH:27])[C:8]2[N:9]=[C:10]([CH3:13])[N:11]([CH3:12])[C:7]=2[CH:6]=1)=[O:4].CC([O-])(C)C.[K+]. The catalyst is C(O)(C)C. (2) The reactants are [C:1]1([C@@H:7]2[CH2:12][CH2:11][C@H:10]([O:13][C:14]3[CH:15]=[C:16]4[C:21](=[CH:22][CH:23]=3)[CH:20]=[C:19]([C@:24]3([CH3:30])[CH2:28][O:27][C:26](=[O:29])[NH:25]3)[CH:18]=[CH:17]4)[CH2:9][CH2:8]2)[CH:6]=[CH:5][CH:4]=[CH:3][CH:2]=1.[I:31]N1C(=O)CCC1=O.C(Cl)Cl. The catalyst is [Cl-].[Cl-].[Cl-].[Cl-].[Zr+4]. The product is [C:1]1([C@H:7]2[CH2:12][CH2:11][C@H:10]([O:13][C:14]3[C:15]([I:31])=[C:16]4[C:21](=[CH:22][CH:23]=3)[CH:20]=[C:19]([C@:24]3([CH3:30])[CH2:28][O:27][C:26](=[O:29])[NH:25]3)[CH:18]=[CH:17]4)[CH2:9][CH2:8]2)[CH:2]=[CH:3][CH:4]=[CH:5][CH:6]=1. The yield is 0.860. (3) The reactants are [CH:1]1([CH2:7][N:8]2[C:15]([NH2:16])=[C:14]([NH2:17])[C:12](=[O:13])[N:11]([CH2:18][CH:19]3[CH2:24][CH2:23][CH2:22][CH2:21][CH2:20]3)[C:9]2=[O:10])[CH2:6][CH2:5][CH2:4][CH2:3][CH2:2]1.NC1N(CC2CCCCC2)C(=O)N(CC2CCCCC2)C(=O)C=1N=O.O.[CH:51]([C:53]1[CH:63]=[CH:62][C:56]([CH:57]=[CH:58][C:59]([OH:61])=[O:60])=[CH:55][CH:54]=1)=O. The catalyst is CO.[Pd]. The product is [CH:19]1([CH2:18][N:11]2[C:12](=[O:13])[C:14]3[N:17]=[C:51]([C:53]4[CH:63]=[CH:62][C:56](/[CH:57]=[CH:58]/[C:59]([OH:61])=[O:60])=[CH:55][CH:54]=4)[NH:16][C:15]=3[N:8]([CH2:7][CH:1]3[CH2:2][CH2:3][CH2:4][CH2:5][CH2:6]3)[C:9]2=[O:10])[CH2:24][CH2:23][CH2:22][CH2:21][CH2:20]1. The yield is 0.910. (4) The reactants are [Cl:1][C:2]1[C:7](=[O:8])[CH:6]=[CH:5][NH:4][C:3]=1[N:9]=[C:10]([C:17]1[CH:22]=[CH:21][CH:20]=[CH:19][CH:18]=1)[C:11]1[CH:16]=[CH:15][CH:14]=[CH:13][CH:12]=1.C(=O)([O-])[O-].[Cs+].[Cs+].[F:29][C:30]1[CH:31]=[C:32]([N+:37]([O-:39])=[O:38])[CH:33]=[CH:34][C:35]=1F.O. The catalyst is CN(C=O)C.CCO. The product is [Cl:1][C:2]1[C:3]([N:9]=[C:10]([C:11]2[CH:16]=[CH:15][CH:14]=[CH:13][CH:12]=2)[C:17]2[CH:22]=[CH:21][CH:20]=[CH:19][CH:18]=2)=[N:4][CH:5]=[CH:6][C:7]=1[O:8][C:35]1[CH:34]=[CH:33][C:32]([N+:37]([O-:39])=[O:38])=[CH:31][C:30]=1[F:29]. The yield is 0.327. (5) The reactants are [Cl:1][C:2]1[C:10]2[C:5](=[CH:6][CH:7]=[C:8]([NH2:11])[CH:9]=2)[NH:4][N:3]=1.[Cl:12][C:13]1[CH:18]=[CH:17][C:16]([CH:19]2[CH2:24][C:23](=[O:25])[NH:22][C:21]([CH3:26])=[C:20]2[C:27](O)=[O:28])=[CH:15][C:14]=1[O:30][CH3:31].C(Cl)CCl.CCN(CC)CC. The catalyst is CN(C=O)C.CCOC(C)=O.Cl. The product is [Cl:1][C:2]1[C:10]2[C:5](=[CH:6][CH:7]=[C:8]([NH:11][C:27]([C:20]3[CH:19]([C:16]4[CH:17]=[CH:18][C:13]([Cl:12])=[C:14]([O:30][CH3:31])[CH:15]=4)[CH2:24][C:23](=[O:25])[NH:22][C:21]=3[CH3:26])=[O:28])[CH:9]=2)[NH:4][N:3]=1. The yield is 0.470.